The task is: Binary Classification. Given a drug SMILES string, predict its activity (active/inactive) in a high-throughput screening assay against a specified biological target.. This data is from HIV replication inhibition screening data with 41,000+ compounds from the AIDS Antiviral Screen. The result is 0 (inactive). The compound is COc1ccc2nc3cc(Cl)ccc3c(Nc3ccc(C(=O)O)c(O)c3)c2c1.